From a dataset of Reaction yield outcomes from USPTO patents with 853,638 reactions. Predict the reaction yield, written as a fraction of the theoretical maximum amount of product (1.0 means a 100% yield; for example, 0.34 means a 34% yield). (1) The reactants are [C:1]([CH:3]([CH2:9][C:10]([C:12]1[C:17](F)=[CH:16][CH:15]=[CH:14][C:13]=1F)=O)[C:4]([O:6][CH2:7]C)=[O:5])#[N:2].C(OCC)(=O)C.[ClH:26]. The catalyst is C(OCC)(=O)C. The product is [Cl:26][C:1]1[NH:2][C:10]([C:12]2[CH:17]=[CH:16][CH:15]=[CH:14][CH:13]=2)=[CH:9][C:3]=1[C:4]([O:6][CH3:7])=[O:5]. The yield is 0.370. (2) The reactants are [CH3:1][CH2:2][C:3]1[CH:8]=[C:7]([C:9]([CH3:11])=[O:10])[CH:6]=[CH:5][CH:4]=1.[Br:12]Br. The catalyst is O1CCOCC1. The product is [Br:12][CH2:11][C:9]([C:7]1[CH:6]=[CH:5][CH:4]=[C:3]([CH2:2][CH3:1])[CH:8]=1)=[O:10]. The yield is 0.680. (3) The reactants are [CH2:1]1[C:9]2[C:4](=[CH:5][CH:6]=[CH:7][CH:8]=2)[CH2:3][CH:2]1[NH:10][C:11]1[N:12]=[CH:13][C:14]2[CH2:20][N:19]([C:21]([C:23]3[CH:24]=[N:25][NH:26][CH:27]=3)=[O:22])[CH2:18][CH2:17][C:15]=2[N:16]=1.Br[C:29]1[N:33]([CH3:34])[CH:32]=[N:31][CH:30]=1.C(=O)([O-])[O-].[Cs+].[Cs+].CN[C@H]1[C@H](NC)CCCC1. The catalyst is [Cu]I.CN(C)C=O.C1(C)C=CC=CC=1. The product is [CH2:1]1[C:9]2[C:4](=[CH:5][CH:6]=[CH:7][CH:8]=2)[CH2:3][CH:2]1[NH:10][C:11]1[N:12]=[CH:13][C:14]2[CH2:20][N:19]([C:21]([C:23]3[CH:27]=[N:26][N:25]([C:29]4[N:33]([CH3:34])[CH:32]=[N:31][CH:30]=4)[CH:24]=3)=[O:22])[CH2:18][CH2:17][C:15]=2[N:16]=1. The yield is 0.00420. (4) The reactants are [Cl:1][C:2]1[C:7]([C:8]2[CH:13]=[CH:12][CH:11]=[CH:10][CH:9]=2)=[CH:6][N:5]=[C:4]2[N:14](S(C3C=CC=CC=3)(=O)=O)[CH:15]=[CH:16][C:3]=12.C1COCC1.O.[Li+].[OH-]. The catalyst is C(Cl)Cl. The product is [Cl:1][C:2]1[C:7]([C:8]2[CH:13]=[CH:12][CH:11]=[CH:10][CH:9]=2)=[CH:6][N:5]=[C:4]2[NH:14][CH:15]=[CH:16][C:3]=12. The yield is 0.958.